Task: Predict the reactants needed to synthesize the given product.. Dataset: Full USPTO retrosynthesis dataset with 1.9M reactions from patents (1976-2016) (1) Given the product [C:32]([C:25]1[N:24]=[C:23]2[C:28]([NH:29][C:30](=[O:31])[N:22]2[C:3]2[CH:4]=[C:5]([O:10][CH2:11][C:12]3[C:17]([O:18][CH3:19])=[CH:16][CH:15]=[C:14]([F:20])[C:13]=3[F:21])[C:6]([O:8][CH3:9])=[CH:7][C:2]=2[Cl:1])=[CH:27][N:26]=1)([OH:34])=[O:33], predict the reactants needed to synthesize it. The reactants are: [Cl:1][C:2]1[CH:7]=[C:6]([O:8][CH3:9])[C:5]([O:10][CH2:11][C:12]2[C:17]([O:18][CH3:19])=[CH:16][CH:15]=[C:14]([F:20])[C:13]=2[F:21])=[CH:4][C:3]=1[N:22]1[C:30](=[O:31])[NH:29][C:28]2[C:23]1=[N:24][C:25]([C:32]([O:34]CC)=[O:33])=[N:26][CH:27]=2.O1CCCC1.O.[OH-].[Li+].Cl. (2) Given the product [CH:1]1([CH2:6][N:7]([CH2:8][CH3:9])[C:11]2[C:16]([CH:17]=[O:18])=[CH:15][CH:14]=[CH:13][N:12]=2)[CH2:5][CH2:4][CH2:3][CH2:2]1, predict the reactants needed to synthesize it. The reactants are: [CH:1]1([CH2:6][NH:7][CH2:8][CH3:9])[CH2:5][CH2:4][CH2:3][CH2:2]1.Cl[C:11]1[C:16]([CH:17]=[O:18])=[CH:15][CH:14]=[CH:13][N:12]=1.C([O-])([O-])=O.[K+].[K+]. (3) Given the product [CH2:22]([O:21][C:20]1[C:11]([C:9]([OH:10])=[O:8])=[CH:12][C:13]2[C:18]([CH:19]=1)=[CH:17][CH:16]=[C:15]([O:29][CH2:30][C:31]1[CH:36]=[CH:35][CH:34]=[CH:33][CH:32]=1)[CH:14]=2)[C:23]1[CH:28]=[CH:27][CH:26]=[CH:25][CH:24]=1, predict the reactants needed to synthesize it. The reactants are: C([O:8][C:9]([C:11]1[C:20]([O:21][CH2:22][C:23]2[CH:28]=[CH:27][CH:26]=[CH:25][CH:24]=2)=[CH:19][C:18]2[C:13](=[CH:14][C:15]([O:29][CH2:30][C:31]3[CH:36]=[CH:35][CH:34]=[CH:33][CH:32]=3)=[CH:16][CH:17]=2)[CH:12]=1)=[O:10])C1C=CC=CC=1.[OH-].[Na+]. (4) Given the product [O:10]=[C:8]1[NH:7][C:6]2[CH:11]=[C:2]([C:12]#[N:13])[CH:3]=[CH:4][C:5]=2[S:9]1, predict the reactants needed to synthesize it. The reactants are: Cl[C:2]1[CH:3]=[CH:4][C:5]2[S:9][C:8](=[O:10])[NH:7][C:6]=2[CH:11]=1.[C-:12]#[N:13].[Na+]. (5) Given the product [NH2:1][C:4]1[CH:5]=[CH:6][C:7]([N:10]2[C:18]3[C:13](=[CH:14][CH:15]=[CH:16][CH:17]=3)[C:12]([C:19]3[N:20]([CH2:24][CH2:25][CH:26]4[CH2:31][CH2:30][N:29]([C:32]([O:34][C:35]([CH3:38])([CH3:37])[CH3:36])=[O:33])[CH2:28][CH2:27]4)[CH:21]=[CH:22][N:23]=3)=[CH:11]2)=[CH:8][CH:9]=1, predict the reactants needed to synthesize it. The reactants are: [N+:1]([C:4]1[CH:9]=[CH:8][C:7]([N:10]2[C:18]3[C:13](=[CH:14][CH:15]=[CH:16][CH:17]=3)[C:12]([C:19]3[N:20]([CH2:24][CH2:25][CH:26]4[CH2:31][CH2:30][N:29]([C:32]([O:34][C:35]([CH3:38])([CH3:37])[CH3:36])=[O:33])[CH2:28][CH2:27]4)[CH:21]=[CH:22][N:23]=3)=[CH:11]2)=[CH:6][CH:5]=1)([O-])=O.[NH4+].[Cl-]. (6) Given the product [CH:2]1([C:5]2[C:10](=[O:11])[NH:9][C:8](/[C:13](/[C:21]3[CH:26]=[CH:25][C:24]([S:27][CH3:28])=[CH:23][CH:22]=3)=[CH:14]/[CH2:15][CH2:16][NH:17][C:18](=[O:20])[CH3:19])=[CH:7][CH:6]=2)[CH2:3][CH2:4]1, predict the reactants needed to synthesize it. The reactants are: Br.[CH:2]1([C:5]2[CH:6]=[CH:7][C:8](/[C:13](/[C:21]3[CH:26]=[CH:25][C:24]([S:27][CH3:28])=[CH:23][CH:22]=3)=[CH:14]/[CH2:15][CH2:16][NH:17][C:18](=[O:20])[CH3:19])=[N:9][C:10]=2[O:11]C)[CH2:4][CH2:3]1.O.